From a dataset of Peptide-MHC class I binding affinity with 185,985 pairs from IEDB/IMGT. Regression. Given a peptide amino acid sequence and an MHC pseudo amino acid sequence, predict their binding affinity value. This is MHC class I binding data. (1) The peptide sequence is ETEQPTLDY. The MHC is HLA-A02:01 with pseudo-sequence HLA-A02:01. The binding affinity (normalized) is 0.0847. (2) The peptide sequence is VALAKTVQL. The MHC is H-2-Db with pseudo-sequence H-2-Db. The binding affinity (normalized) is 0.362. (3) The peptide sequence is RLERWHSLI. The MHC is Mamu-B03 with pseudo-sequence Mamu-B03. The binding affinity (normalized) is 0.336. (4) The peptide sequence is KRLRLIHLLHQTI. The MHC is Mamu-B03 with pseudo-sequence Mamu-B03. The binding affinity (normalized) is 0.753. (5) The peptide sequence is HPVTATISF. The MHC is HLA-B45:06 with pseudo-sequence HLA-B45:06. The binding affinity (normalized) is 0.213.